From a dataset of TCR-epitope binding with 47,182 pairs between 192 epitopes and 23,139 TCRs. Binary Classification. Given a T-cell receptor sequence (or CDR3 region) and an epitope sequence, predict whether binding occurs between them. (1) The epitope is FPPTSFGPL. The TCR CDR3 sequence is CASSLFGGTYEQYF. Result: 0 (the TCR does not bind to the epitope). (2) The epitope is KLSYGIATV. The TCR CDR3 sequence is CASSQEEGSGANVLTF. Result: 0 (the TCR does not bind to the epitope). (3) The epitope is VSFIEFVGW. The TCR CDR3 sequence is CASSDTGGNQPQHF. Result: 1 (the TCR binds to the epitope).